Dataset: Peptide-MHC class I binding affinity with 185,985 pairs from IEDB/IMGT. Task: Regression. Given a peptide amino acid sequence and an MHC pseudo amino acid sequence, predict their binding affinity value. This is MHC class I binding data. The peptide sequence is ITYCLVTHM. The MHC is HLA-A03:01 with pseudo-sequence HLA-A03:01. The binding affinity (normalized) is 0.112.